Dataset: Full USPTO retrosynthesis dataset with 1.9M reactions from patents (1976-2016). Task: Predict the reactants needed to synthesize the given product. (1) Given the product [N+:12]([C:11]1[CH:10]=[C:9]2[C:4]([C:5](=[O:21])[N:6]([NH:16][S:17]([CH3:20])(=[O:19])=[O:18])[C:7](=[O:15])[NH:8]2)=[CH:3][C:2]=1[N:31]1[CH2:32][CH2:33][N:28]([C:22]2[CH:27]=[CH:26][CH:25]=[CH:24][CH:23]=2)[CH2:29][CH2:30]1)([O-:14])=[O:13], predict the reactants needed to synthesize it. The reactants are: F[C:2]1[CH:3]=[C:4]2[C:9](=[CH:10][C:11]=1[N+:12]([O-:14])=[O:13])[NH:8][C:7](=[O:15])[N:6]([NH:16][S:17]([CH3:20])(=[O:19])=[O:18])[C:5]2=[O:21].[C:22]1([N:28]2[CH2:33][CH2:32][NH:31][CH2:30][CH2:29]2)[CH:27]=[CH:26][CH:25]=[CH:24][CH:23]=1. (2) The reactants are: [OH:1][C:2]1[N:6]([C:7]2[CH:12]=[CH:11][CH:10]=[CH:9][CH:8]=2)[N:5]=[C:4]([CH2:13][C:14]([O:16][CH3:17])=[O:15])[CH:3]=1.[C:18]([O:21][C:22](=O)[CH3:23])(=O)[CH3:19].CC(OCC)(OCC)OCC. Given the product [CH3:17][O:16][C:14](=[O:15])[CH2:13][C:4]1=[N:5][N:6]([C:7]2[CH:12]=[CH:11][CH:10]=[CH:9][CH:8]=2)[C:2](=[O:1])/[C:3]/1=[C:18](\[O:21][CH2:22][CH3:23])/[CH3:19], predict the reactants needed to synthesize it. (3) Given the product [CH3:31][O:30][C:19]1[CH:20]=[C:21]([C:22]2[CH:27]=[CH:26][CH:25]=[CH:24][C:23]=2[O:28][CH3:29])[C:15]2[O:14][CH:13]([CH2:12][C:32]#[N:33])[CH2:17][C:16]=2[CH:18]=1, predict the reactants needed to synthesize it. The reactants are: CC1C=CC(S(O[CH2:12][CH:13]2[CH2:17][C:16]3[CH:18]=[C:19]([O:30][CH3:31])[CH:20]=[C:21]([C:22]4[CH:27]=[CH:26][CH:25]=[CH:24][C:23]=4[O:28][CH3:29])[C:15]=3[O:14]2)(=O)=O)=CC=1.[C-:32]#[N:33].[Na+]. (4) Given the product [N:26]1([CH2:25][CH2:24][NH:23][C:3](=[C:6]([C:9]#[N:10])[C:7]#[N:8])[N:20]2[CH2:21][CH2:22][CH:17]([N:11]3[CH2:16][CH2:15][CH2:14][CH2:13][CH2:12]3)[CH2:18][CH2:19]2)[CH2:31][CH2:30][CH2:29][CH2:28][CH2:27]1, predict the reactants needed to synthesize it. The reactants are: CS[C:3](=[C:6]([C:9]#[N:10])[C:7]#[N:8])SC.[N:11]1([CH:17]2[CH2:22][CH2:21][NH:20][CH2:19][CH2:18]2)[CH2:16][CH2:15][CH2:14][CH2:13][CH2:12]1.[NH2:23][CH2:24][CH2:25][N:26]1[CH2:31][CH2:30][CH2:29][CH2:28][CH2:27]1. (5) Given the product [C:15]([O:18][C:19]([NH:1][C:2]1[CH:3]=[CH:4][C:5]([CH2:8][C:9]([O:11][CH2:12][CH3:13])=[O:10])=[N:6][CH:7]=1)=[O:20])([CH3:17])([CH3:16])[CH3:14], predict the reactants needed to synthesize it. The reactants are: [NH2:1][C:2]1[CH:3]=[CH:4][C:5]([CH2:8][C:9]([O:11][CH2:12][CH3:13])=[O:10])=[N:6][CH:7]=1.[CH3:14][C:15]([O:18][C:19](O[C:19]([O:18][C:15]([CH3:17])([CH3:16])[CH3:14])=[O:20])=[O:20])([CH3:17])[CH3:16].